Dataset: Reaction yield outcomes from USPTO patents with 853,638 reactions. Task: Predict the reaction yield, written as a fraction of the theoretical maximum amount of product (1.0 means a 100% yield; for example, 0.34 means a 34% yield). (1) The reactants are [CH2:1]([N:5]([CH2:26][CH2:27][CH2:28][CH3:29])[C:6]1[CH:11]=[CH:10][C:9]([CH:12]=[CH:13][C:14]2[C:21]([CH3:22])=[CH:20][C:17]([CH:18]=O)=[C:16]([CH3:23])[CH:15]=2)=[C:8]([O:24][CH3:25])[CH:7]=1)[CH2:2][CH2:3][CH3:4].[C:30]([C:32]1[C:33](=[C:40]([C:43]#[N:44])[C:41]#[N:42])[O:34][C:35]([CH3:39])([CH3:38])[C:36]=1[CH3:37])#[N:31].C([O-])(=O)C.[NH4+]. The catalyst is C(O)C.O1CCCC1. The product is [CH2:26]([N:5]([CH2:1][CH2:2][CH2:3][CH3:4])[C:6]1[CH:11]=[CH:10][C:9]([CH:12]=[CH:13][C:14]2[C:21]([CH3:22])=[CH:20][C:17]([CH:18]=[CH:37][C:36]3[C:35]([CH3:38])([CH3:39])[O:34][C:33](=[C:40]([C:41]#[N:42])[C:43]#[N:44])[C:32]=3[C:30]#[N:31])=[C:16]([CH3:23])[CH:15]=2)=[C:8]([O:24][CH3:25])[CH:7]=1)[CH2:27][CH2:28][CH3:29]. The yield is 0.562. (2) The reactants are [Br:1][C:2]1[CH:3]=[C:4]([NH2:9])[C:5]([Cl:8])=[N:6][CH:7]=1.[CH3:10][S:11](Cl)(=[O:13])=[O:12]. The catalyst is N1C=CC=CC=1. The product is [Br:1][C:2]1[CH:3]=[C:4]([N:9]([S:11]([CH3:10])(=[O:13])=[O:12])[S:11]([CH3:10])(=[O:13])=[O:12])[C:5]([Cl:8])=[N:6][CH:7]=1. The yield is 0.969.